This data is from Merck oncology drug combination screen with 23,052 pairs across 39 cell lines. The task is: Regression. Given two drug SMILES strings and cell line genomic features, predict the synergy score measuring deviation from expected non-interaction effect. (1) Drug 1: NC(=O)c1cccc2cn(-c3ccc(C4CCCNC4)cc3)nc12. Drug 2: Cn1c(=O)n(-c2ccc(C(C)(C)C#N)cc2)c2c3cc(-c4cnc5ccccc5c4)ccc3ncc21. Cell line: LNCAP. Synergy scores: synergy=67.3. (2) Drug 1: CN(Cc1cnc2nc(N)nc(N)c2n1)c1ccc(C(=O)NC(CCC(=O)O)C(=O)O)cc1. Drug 2: N#Cc1ccc(Cn2cncc2CN2CCN(c3cccc(Cl)c3)C(=O)C2)cc1. Cell line: ES2. Synergy scores: synergy=-10.1. (3) Drug 1: CN(C)C(=N)N=C(N)N. Drug 2: O=C(CCCCCCC(=O)Nc1ccccc1)NO. Cell line: A2780. Synergy scores: synergy=7.44.